From a dataset of Catalyst prediction with 721,799 reactions and 888 catalyst types from USPTO. Predict which catalyst facilitates the given reaction. Product: [CH2:14]([N:21]1[CH:25]=[CH:24][N:23]=[C:22]1[CH2:26][CH:8]([C:7](=[O:13])[CH2:6][CH3:5])[C:9](=[O:12])[CH2:10][CH3:11])[C:15]1[CH:16]=[CH:17][CH:18]=[CH:19][CH:20]=1. The catalyst class is: 8. Reactant: C([O-])C.[Na+].[CH3:5][CH2:6][C:7](=[O:13])[CH2:8][C:9](=[O:12])[CH2:10][CH3:11].[CH2:14]([N:21]1[CH:25]=[CH:24][N:23]=[C:22]1[CH2:26]Cl)[C:15]1[CH:20]=[CH:19][CH:18]=[CH:17][CH:16]=1.Cl.C(N1C=CN=C1CCl)C1C=CC=CC=1.[I-].[K+].